This data is from Forward reaction prediction with 1.9M reactions from USPTO patents (1976-2016). The task is: Predict the product of the given reaction. (1) Given the reactants [Cl:1][C:2]1[C:11]([C:12]2[CH:17]=[CH:16][CH:15]=[CH:14][CH:13]=2)=[C:10]([Cl:18])[C:9]2[C:4](=[CH:5][CH:6]=[C:7]([C:19]([CH:27]3[CH2:32][CH2:31][CH2:30][NH:29][CH2:28]3)([C:21]3[CH:22]=[N:23][CH:24]=[CH:25][CH:26]=3)[OH:20])[CH:8]=2)[N:3]=1.[C:33]([OH:39])([C:35]([F:38])([F:37])[F:36])=[O:34].C=O.O.[BH3-]C#N.[Na+], predict the reaction product. The product is: [Cl:1][C:2]1[C:11]([C:12]2[CH:13]=[CH:14][CH:15]=[CH:16][CH:17]=2)=[C:10]([Cl:18])[C:9]2[C:4](=[CH:5][CH:6]=[C:7]([C:19]([CH:27]3[CH2:32][CH2:31][CH2:30][N:29]([CH3:33])[CH2:28]3)([C:21]3[CH:22]=[N:23][CH:24]=[CH:25][CH:26]=3)[OH:20])[CH:8]=2)[N:3]=1.[C:33]([OH:39])([C:35]([F:38])([F:37])[F:36])=[O:34]. (2) Given the reactants CCN(C(C)C)C(C)C.Cl[C:11]1[CH:12]=[CH:13][C:14]2[N:15]([C:17]([C:20]([F:23])([F:22])[F:21])=[N:18][N:19]=2)[N:16]=1.[NH:24]1[CH2:29][CH2:28][CH:27]([C:30]2[CH:35]=[CH:34][C:33]([OH:36])=[CH:32][CH:31]=2)[CH2:26][CH2:25]1, predict the reaction product. The product is: [F:21][C:20]([F:23])([F:22])[C:17]1[N:15]2[N:16]=[C:11]([N:24]3[CH2:29][CH2:28][CH:27]([C:30]4[CH:31]=[CH:32][C:33]([OH:36])=[CH:34][CH:35]=4)[CH2:26][CH2:25]3)[CH:12]=[CH:13][C:14]2=[N:19][N:18]=1. (3) Given the reactants Cl[C:2]1[C:7]([C:8]2[CH:13]=[CH:12][C:11]([O:14][CH3:15])=[CH:10][CH:9]=2)=[N:6][CH:5]=[CH:4][N:3]=1.[NH:16]1[CH2:21][CH2:20][NH:19][CH2:18][CH2:17]1, predict the reaction product. The product is: [CH3:15][O:14][C:11]1[CH:12]=[CH:13][C:8]([C:7]2[C:2]([N:16]3[CH2:21][CH2:20][NH:19][CH2:18][CH2:17]3)=[N:3][CH:4]=[CH:5][N:6]=2)=[CH:9][CH:10]=1. (4) Given the reactants [Cl:1][C:2]1[CH:18]=[CH:17][C:5]2[CH2:6][CH2:7][N:8]([C:11](=[O:16])[C:12]([F:15])([F:14])[F:13])[CH2:9][CH2:10][C:4]=2[C:3]=1OS(C(F)(F)F)(=O)=O.[CH3:27][C:28]1([C:33]2[CH:40]=[CH:39][C:36]([CH2:37][NH2:38])=[CH:35][CH:34]=2)[O:32][CH2:31][CH2:30][O:29]1, predict the reaction product. The product is: [CH3:27][C:28]1([C:33]2[CH:40]=[CH:39][C:36]([CH2:37][NH:38][C:3]3[C:4]4[CH2:10][CH2:9][N:8]([C:11](=[O:16])[C:12]([F:15])([F:14])[F:13])[CH2:7][CH2:6][C:5]=4[CH:17]=[CH:18][C:2]=3[Cl:1])=[CH:35][CH:34]=2)[O:29][CH2:30][CH2:31][O:32]1. (5) Given the reactants Br[C:2]1[NH:3][C:4]2[C:9]([C:10]=1[CH:11]1[CH2:16][CH2:15][CH2:14][CH2:13][CH2:12]1)=[CH:8][CH:7]=[C:6]([C:17]([O:19][CH3:20])=[O:18])[CH:5]=2.N1C2C(=CC=C(C(OC)=O)C=2)C=C1.C([O-])([O-])=O.[Na+].[Na+].[F:40][C:41]1[CH:46]=[CH:45][C:44](B(O)O)=[C:43]([OH:50])[CH:42]=1, predict the reaction product. The product is: [CH:11]1([C:10]2[C:9]3[C:4](=[CH:5][C:6]([C:17]([O:19][CH3:20])=[O:18])=[CH:7][CH:8]=3)[NH:3][C:2]=2[C:44]2[CH:45]=[CH:46][C:41]([F:40])=[CH:42][C:43]=2[OH:50])[CH2:16][CH2:15][CH2:14][CH2:13][CH2:12]1. (6) Given the reactants [CH2:1]([O:3][C:4](=[O:25])[CH2:5][CH:6]([C:15]([O:17]CC1C=CC=CC=1)=[O:16])[CH2:7][C:8]([O:10][C:11]([CH3:14])([CH3:13])[CH3:12])=[O:9])[CH3:2], predict the reaction product. The product is: [CH2:1]([O:3][C:4](=[O:25])[CH2:5][CH:6]([C:15]([OH:17])=[O:16])[CH2:7][C:8]([O:10][C:11]([CH3:13])([CH3:14])[CH3:12])=[O:9])[CH3:2]. (7) The product is: [OH:20][C:18]([CH2:17][O:16][C:11]1[CH:12]=[CH:13][CH:14]=[CH:15][C:10]=1[CH:9]1[N:8]([C:22]2[CH:27]=[CH:26][C:25]([C:28]3[CH:32]=[CH:31][S:30][CH:29]=3)=[CH:24][CH:23]=2)[C:7](=[O:33])[C:6]([OH:34])=[C:5]1[C:3](=[O:4])[C:2]([CH3:35])([CH3:1])[CH3:36])=[O:19]. Given the reactants [CH3:1][C:2]([CH3:36])([CH3:35])[C:3]([C:5]1[CH:9]([C:10]2[CH:15]=[CH:14][CH:13]=[CH:12][C:11]=2[O:16][CH2:17][C:18]([O:20]C)=[O:19])[N:8]([C:22]2[CH:27]=[CH:26][C:25]([C:28]3[CH:32]=[CH:31][S:30][CH:29]=3)=[CH:24][CH:23]=2)[C:7](=[O:33])[C:6]=1[OH:34])=[O:4].C1COCC1.[OH-].[Li+].Cl, predict the reaction product.